This data is from Experimentally validated miRNA-target interactions with 360,000+ pairs, plus equal number of negative samples. The task is: Binary Classification. Given a miRNA mature sequence and a target amino acid sequence, predict their likelihood of interaction. The miRNA is hsa-miR-661 with sequence UGCCUGGGUCUCUGGCCUGCGCGU. The protein sequence of the target gene is MNPRKKVDLKLIIVGAIGVGKTSLLHQYVHKTFYEEYQTTLGASILSKIIILGDTTLKLQIWDTGGQERFRSMVSTFYKGSDGCILAFDVTDLESFEALDIWRGDVLAKIVPMEQSYPMVLLGNKIDLADRKVPQEVAQGWCREKDIPYFEVSAKNDINVVQAFEMLASRALSRYQSILENHLTESIKLSPDQSRSRCC. Result: 0 (no interaction).